From a dataset of hERG Central: cardiac toxicity at 1µM, 10µM, and general inhibition. Predict hERG channel inhibition at various concentrations. The molecule is CCOc1ccc(-n2c(SCc3ccc(C#N)cc3)nnc2-c2cccnc2)cc1. Results: hERG_inhib (hERG inhibition (general)): blocker.